Predict the reactants needed to synthesize the given product. From a dataset of Full USPTO retrosynthesis dataset with 1.9M reactions from patents (1976-2016). (1) Given the product [N:19]1[CH:11]=[C:12]2[C:16]([N:15]=[CH:14][NH:13]2)=[N:17][CH:18]=1.[CH2:20]([N:15]1[C:14]([C:22]2[CH:27]=[N:26][C:25]([CH3:28])=[N:24][CH:23]=2)=[N:13][C:12]2[C:16]1=[N:17][CH:18]=[N:19][C:11]=2[NH:10][C@H:7]1[CH2:8][CH2:9][C@H:5]([C:3]([OH:4])=[O:2])[CH2:6]1)[CH3:21], predict the reactants needed to synthesize it. The reactants are: C[O:2][C:3]([C@H:5]1[CH2:9][CH2:8][C@H:7]([NH:10][C:11]2[N:19]=[CH:18][N:17]=[C:16]3[C:12]=2[N:13]=[C:14]([C:22]2[CH:23]=[N:24][C:25]([CH3:28])=[N:26][CH:27]=2)[N:15]3[CH2:20][CH3:21])[CH2:6]1)=[O:4].[Li+].[OH-].Cl. (2) Given the product [Cl:1][C:2]1[CH:3]=[N+:4]([O-:11])[C:5]2[CH2:6][CH2:7][CH2:8][C:9]=2[CH:10]=1, predict the reactants needed to synthesize it. The reactants are: [Cl:1][C:2]1[CH:3]=[N:4][C:5]2[CH2:6][CH2:7][CH2:8][C:9]=2[CH:10]=1.[OH:11]O. (3) The reactants are: [NH2:1][C:2]1[N:27]([C:28]2[CH:33]=[CH:32][CH:31]=[CH:30][CH:29]=2)[C:6]2[N:7]=[C:8]([NH:11][C:12]3[CH:17]=[CH:16][C:15]([CH:18]4[CH2:23][CH2:22][N:21]([CH3:24])[CH2:20][CH2:19]4)=[CH:14][C:13]=3[O:25][CH3:26])[N:9]=[CH:10][C:5]=2[C:4](=[O:34])[C:3]=1[C:35]([NH2:37])=[O:36].[ClH:38]. Given the product [ClH:38].[NH2:1][C:2]1[N:27]([C:28]2[CH:33]=[CH:32][CH:31]=[CH:30][CH:29]=2)[C:6]2[N:7]=[C:8]([NH:11][C:12]3[CH:17]=[CH:16][C:15]([CH:18]4[CH2:23][CH2:22][N:21]([CH3:24])[CH2:20][CH2:19]4)=[CH:14][C:13]=3[O:25][CH3:26])[N:9]=[CH:10][C:5]=2[C:4](=[O:34])[C:3]=1[C:35]([NH2:37])=[O:36], predict the reactants needed to synthesize it. (4) Given the product [CH3:1][O:2][C:3]([C:4]1[CH:9]=[CH:8][C:7]2[O:10][CH2:27][CH2:26][N:11]([S:12]([C:15]3[CH:20]=[C:19]([Cl:21])[CH:18]=[CH:17][C:16]=3[O:22][CH3:23])(=[O:13])=[O:14])[C:6]=2[CH:5]=1)=[O:24], predict the reactants needed to synthesize it. The reactants are: [CH3:1][O:2][C:3](=[O:24])[C:4]1[CH:9]=[CH:8][C:7]([OH:10])=[C:6]([NH:11][S:12]([C:15]2[CH:20]=[C:19]([Cl:21])[CH:18]=[CH:17][C:16]=2[O:22][CH3:23])(=[O:14])=[O:13])[CH:5]=1.Br[CH2:26][CH2:27]Br. (5) Given the product [ClH:1].[NH2:7][C:6]1[CH:5]=[C:4]([F:3])[C:10]([O:11][C@@H:12]2[CH2:16][CH2:15][O:14][CH2:13]2)=[C:9]([CH:8]=1)[CH2:17][N:18]([CH3:19])[C:37](=[O:39])[O:36][CH2:29][C:30]1[CH:31]=[CH:32][CH:33]=[CH:34][CH:35]=1, predict the reactants needed to synthesize it. The reactants are: [ClH:1].Cl.[F:3][C:4]1[CH:5]=[C:6]([CH:8]=[C:9]([CH2:17][NH:18][CH3:19])[C:10]=1[O:11][C@@H:12]1[CH2:16][CH2:15][O:14][CH2:13]1)[NH2:7].CCN(C(C)C)C(C)C.[CH2:29]([O:36][C:37]([O:39]N1C(=O)CCC1=O)=O)[C:30]1[CH:35]=[CH:34][CH:33]=[CH:32][CH:31]=1. (6) Given the product [Br:1][C:2]1[CH:3]=[C:4]2[C:8](=[CH:9][CH:10]=1)[N:7]([CH:15]1[CH2:16][CH2:17][CH2:18][CH2:19][O:14]1)[N:6]=[C:5]2[C:11]([OH:13])=[O:12], predict the reactants needed to synthesize it. The reactants are: [Br:1][C:2]1[CH:3]=[C:4]2[C:8](=[CH:9][CH:10]=1)[NH:7][N:6]=[C:5]2[C:11]([OH:13])=[O:12].[O:14]1[CH:19]=[CH:18][CH2:17][CH2:16][CH2:15]1.CC1C=CC(S(O)(=O)=O)=CC=1.